This data is from Forward reaction prediction with 1.9M reactions from USPTO patents (1976-2016). The task is: Predict the product of the given reaction. (1) Given the reactants [CH2:1]([O:3][C:4]1[CH:9]=[CH:8][C:7]([S:10]([NH:13][C:14]2[CH:19]=[CH:18][C:17]([CH3:20])=[CH:16][CH:15]=2)(=[O:12])=[O:11])=[CH:6][CH:5]=1)[CH3:2].[H-].[Na+].[CH3:23][O:24][C:25](=[O:28])[CH2:26]Br, predict the reaction product. The product is: [CH2:1]([O:3][C:4]1[CH:5]=[CH:6][C:7]([S:10]([N:13]([CH2:26][C:25]([O:24][CH3:23])=[O:28])[C:14]2[CH:19]=[CH:18][C:17]([CH3:20])=[CH:16][CH:15]=2)(=[O:11])=[O:12])=[CH:8][CH:9]=1)[CH3:2]. (2) Given the reactants [NH2:1][C:2]1[S:3][CH:4]=[C:5]([C:12]2[CH:17]=[CH:16][CH:15]=[CH:14][CH:13]=2)[C:6]=1[C:7]([O:9]CC)=O.[F:18][C:19]([F:24])([F:23])[C:20](N)=[NH:21], predict the reaction product. The product is: [C:12]1([C:5]2[C:6]3[C:7](=[O:9])[NH:21][C:20]([C:19]([F:24])([F:23])[F:18])=[N:1][C:2]=3[S:3][CH:4]=2)[CH:13]=[CH:14][CH:15]=[CH:16][CH:17]=1. (3) Given the reactants [F:1][C:2]1[CH:8]=[CH:7][C:5]([NH2:6])=[CH:4][CH:3]=1.C(OC(C)C)(=O)C.[Cl:16][CH2:17][C:18](Cl)=[O:19], predict the reaction product. The product is: [Cl:16][CH2:17][C:18]([NH:6][C:5]1[CH:7]=[CH:8][C:2]([F:1])=[CH:3][CH:4]=1)=[O:19]. (4) The product is: [Cl:8][C:5]1[N:4]2[N:9]=[CH:10][N:11]=[C:3]2[C:2]([NH:12][C:13]2[CH:28]=[CH:27][C:16]([C:17]([NH:19][CH2:20][C:21]3[CH:22]=[N:23][CH:24]=[CH:25][CH:26]=3)=[O:18])=[CH:15][CH:14]=2)=[CH:7][CH:6]=1. Given the reactants Br[C:2]1[C:3]2[N:4]([N:9]=[CH:10][N:11]=2)[C:5]([Cl:8])=[CH:6][CH:7]=1.[NH2:12][C:13]1[CH:28]=[CH:27][C:16]([C:17]([NH:19][CH2:20][C:21]2[CH:22]=[N:23][CH:24]=[CH:25][CH:26]=2)=[O:18])=[CH:15][CH:14]=1.CC(C)([O-])C.[Na+].CC1(C)C2C(=C(P(C3C=CC=CC=3)C3C=CC=CC=3)C=CC=2)OC2C(P(C3C=CC=CC=3)C3C=CC=CC=3)=CC=CC1=2, predict the reaction product. (5) Given the reactants Cl[C:2]1[CH:11]=[C:10]2[C:5]([CH:6]=[CH:7][C:8]([C:12]3[CH:17]=[C:16]([CH3:18])[CH:15]=[C:14]([CH3:19])[CH:13]=3)=[N:9]2)=[CH:4][CH:3]=1.[C:20]1(B(O)O)[CH:25]=[CH:24][CH:23]=[CH:22][CH:21]=1.[O-]P([O-])([O-])=O.[K+].[K+].[K+], predict the reaction product. The product is: [CH3:19][C:14]1[CH:13]=[C:12]([C:8]2[CH:7]=[CH:6][C:5]3[C:10](=[CH:11][CH:2]=[CH:3][C:4]=3[C:20]3[CH:25]=[CH:24][CH:23]=[CH:22][CH:21]=3)[N:9]=2)[CH:17]=[C:16]([CH3:18])[CH:15]=1. (6) Given the reactants [Cl:1][C:2]1[CH:34]=[CH:33][C:5]2[N:6]([C:22]3[CH:32]=[CH:31][C:25]([C:26](OCC)=[O:27])=[CH:24][CH:23]=3)[C:7]([CH2:9][N:10]3[C:14]4=[CH:15][N:16]=[CH:17][CH:18]=[C:13]4[C:12]4([CH2:20][CH2:19]4)[C:11]3=[O:21])=[N:8][C:4]=2[CH:3]=1.[NH3:35], predict the reaction product. The product is: [Cl:1][C:2]1[CH:34]=[CH:33][C:5]2[N:6]([C:22]3[CH:32]=[CH:31][C:25]([C:26]([NH2:35])=[O:27])=[CH:24][CH:23]=3)[C:7]([CH2:9][N:10]3[C:14]4=[CH:15][N:16]=[CH:17][CH:18]=[C:13]4[C:12]4([CH2:20][CH2:19]4)[C:11]3=[O:21])=[N:8][C:4]=2[CH:3]=1.